This data is from Reaction yield outcomes from USPTO patents with 853,638 reactions. The task is: Predict the reaction yield, written as a fraction of the theoretical maximum amount of product (1.0 means a 100% yield; for example, 0.34 means a 34% yield). The reactants are [Cl:1][C:2]1[CH:3]=[CH:4][C:5]([NH:29][C:30]([CH:32]2[CH2:34][CH2:33]2)=[O:31])=[C:6]2[C:10]=1[CH2:9][N:8]([CH:11]([C:17]1[CH:22]=[CH:21][C:20]([O:23][CH3:24])=[C:19]([O:25][CH2:26][CH3:27])[CH:18]=1)[CH2:12][C:13](=[O:16])[NH:14][OH:15])[C:7]2=[O:28].[C:35](OC(=O)C)(=[O:37])[CH3:36]. The catalyst is CC#N. The product is [C:35]([O:15][NH:14][C:13]([CH2:12][C@@H:11]([N:8]1[C:7](=[O:28])[C:6]2[C:10](=[C:2]([Cl:1])[CH:3]=[CH:4][C:5]=2[NH:29][C:30]([CH:32]2[CH2:33][CH2:34]2)=[O:31])[CH2:9]1)[C:17]1[CH:22]=[CH:21][C:20]([O:23][CH3:24])=[C:19]([O:25][CH2:26][CH3:27])[CH:18]=1)=[O:16])(=[O:37])[CH3:36]. The yield is 0.800.